From a dataset of Full USPTO retrosynthesis dataset with 1.9M reactions from patents (1976-2016). Predict the reactants needed to synthesize the given product. Given the product [CH2:11]([O:13][C:14]([C:15]1[S:7][C:6]([C:5]2[CH:9]=[CH:10][C:2]([OH:1])=[CH:3][CH:4]=2)=[N:8][C:16]=1[CH3:18])=[O:20])[CH3:12], predict the reactants needed to synthesize it. The reactants are: [OH:1][C:2]1[CH:10]=[CH:9][C:5]([C:6]([NH2:8])=[S:7])=[CH:4][CH:3]=1.[CH2:11]([O:13][C:14](=[O:20])[CH:15](Cl)[C:16]([CH3:18])=O)[CH3:12].